From a dataset of Forward reaction prediction with 1.9M reactions from USPTO patents (1976-2016). Predict the product of the given reaction. (1) Given the reactants [NH2:1][C:2]1[CH:3]=[C:4]([NH:12][C:13]2[C:18]([N+:19]([O-:21])=[O:20])=[CH:17][CH:16]=[CH:15][N:14]=2)[CH:5]=[C:6]([C:8]([O:10][CH3:11])=[O:9])[CH:7]=1.C(N(CC)CC)C.[CH:29]1[C:38]2[C:33](=[CH:34][CH:35]=[CH:36][CH:37]=2)[CH:32]=[CH:31][C:30]=1[C:39](Cl)=[O:40].C(=O)(O)[O-].[Na+], predict the reaction product. The product is: [CH3:11][O:10][C:8]([C:6]1[CH:5]=[C:4]([NH:12][C:13]2[C:18]([N+:19]([O-:21])=[O:20])=[CH:17][CH:16]=[CH:15][N:14]=2)[CH:3]=[C:2]([NH:1][C:39]([C:30]2[CH:31]=[CH:32][C:33]3[C:38](=[CH:37][CH:36]=[CH:35][CH:34]=3)[CH:29]=2)=[O:40])[CH:7]=1)=[O:9]. (2) Given the reactants [Cl:1][C:2]1[CH:7]=[CH:6][C:5]([CH2:8][N:9]2[CH2:13][CH2:12][S:11][C:10]2=[NH:14])=[CH:4][N:3]=1.[CH:15](OCC)=[O:16], predict the reaction product. The product is: [Cl:1][C:2]1[CH:7]=[CH:6][C:5]([CH2:8][N:9]2[CH2:13][CH2:12][S:11][C:10]2=[N:14][CH:15]=[O:16])=[CH:4][N:3]=1.